Dataset: Forward reaction prediction with 1.9M reactions from USPTO patents (1976-2016). Task: Predict the product of the given reaction. (1) Given the reactants [CH3:1][O:2][C:3]([C:5]1[C@H](C2C=CC(F)=CC=2Cl)[N:7]=[C:8]([C:13]2[S:14][CH:15]=[CH:16][N:17]=2)[NH:9][C:10]=1[CH2:11][Br:12])=[O:4].[C:26](OCC)(=O)CC(C)=O.[Br:35][C:36]1[CH:43]=[C:42]([F:44])[CH:41]=[CH:40][C:37]=1[CH:38]=O.ClC1C=C(F)C=CC=1C=O, predict the reaction product. The product is: [Br:35][C:36]1[CH:43]=[C:42]([F:44])[CH:41]=[CH:40][C:37]=1[C@H:38]1[C:5]([C:3]([O:2][CH2:1][CH3:26])=[O:4])=[C:10]([CH2:11][Br:12])[NH:9][C:8]([C:13]2[S:14][CH:15]=[CH:16][N:17]=2)=[N:7]1. (2) Given the reactants [F:1][C:2]1[CH:7]=[C:6]([N+:8]([O-:10])=[O:9])[CH:5]=[CH:4][C:3]=1[C:11](C(OC)=O)([C:18]([O:20][CH3:21])=[O:19])[CH2:12][CH2:13][C:14]([O:16][CH3:17])=[O:15].[Cl-].[Na+].O, predict the reaction product. The product is: [F:1][C:2]1[CH:7]=[C:6]([N+:8]([O-:10])=[O:9])[CH:5]=[CH:4][C:3]=1[CH2:11][CH2:12][CH2:13][C:14]([O:16][CH3:17])=[O:15].[F:1][C:2]1[CH:7]=[C:6]([N+:8]([O-:10])=[O:9])[CH:5]=[CH:4][C:3]=1[CH:11]([CH2:12][CH2:13][C:14]([O:16][CH3:17])=[O:15])[C:18]([O:20][CH3:21])=[O:19].